From a dataset of NCI-60 drug combinations with 297,098 pairs across 59 cell lines. Regression. Given two drug SMILES strings and cell line genomic features, predict the synergy score measuring deviation from expected non-interaction effect. (1) Drug 1: CC1=CC=C(C=C1)C2=CC(=NN2C3=CC=C(C=C3)S(=O)(=O)N)C(F)(F)F. Drug 2: C1C(C(OC1N2C=NC(=NC2=O)N)CO)O. Cell line: HOP-92. Synergy scores: CSS=1.32, Synergy_ZIP=0.638, Synergy_Bliss=0.813, Synergy_Loewe=-7.75, Synergy_HSA=-3.08. (2) Drug 1: C1=CC(=C2C(=C1NCCNCCO)C(=O)C3=C(C=CC(=C3C2=O)O)O)NCCNCCO. Drug 2: C#CCC(CC1=CN=C2C(=N1)C(=NC(=N2)N)N)C3=CC=C(C=C3)C(=O)NC(CCC(=O)O)C(=O)O. Cell line: SN12C. Synergy scores: CSS=44.3, Synergy_ZIP=1.39, Synergy_Bliss=0.740, Synergy_Loewe=1.61, Synergy_HSA=1.74.